Dataset: Reaction yield outcomes from USPTO patents with 853,638 reactions. Task: Predict the reaction yield, written as a fraction of the theoretical maximum amount of product (1.0 means a 100% yield; for example, 0.34 means a 34% yield). (1) The reactants are [CH2:1]([N:5]([CH2:16][CH2:17][CH3:18])[C:6](=[O:15])[O:7][CH2:8][C:9]1[CH:14]=[CH:13][CH:12]=[CH:11][CH:10]=1)/[CH:2]=[CH:3]/[CH3:4].[CH2:19]([Zn]CC)C.ICI. The catalyst is C(Cl)Cl. The product is [CH3:4][CH:3]1[CH2:19][CH:2]1[CH2:1][N:5]([CH2:16][CH2:17][CH3:18])[C:6](=[O:15])[O:7][CH2:8][C:9]1[CH:10]=[CH:11][CH:12]=[CH:13][CH:14]=1. The yield is 0.960. (2) The yield is 0.820. The catalyst is CC(N(C)C)=O. The product is [I:8][C:5]1[CH:6]=[CH:7][C:2]([N:18]2[CH2:23][CH2:22][NH:21][CH2:20][CH2:19]2)=[N:3][CH:4]=1. The reactants are Cl[C:2]1[CH:7]=[CH:6][C:5]([I:8])=[CH:4][N:3]=1.C(N(C(C)C)CC)(C)C.[NH:18]1[CH2:23][CH2:22][NH:21][CH2:20][CH2:19]1. (3) The reactants are Br[C:2]1[CH:3]=[C:4]2[C:9](=[CH:10][CH:11]=1)[N:8]=[CH:7][C:6]([C:12](=[O:17])[CH2:13][CH:14]([CH3:16])[CH3:15])=[C:5]2[NH:18][C@H:19]1[CH2:24][CH2:23][C@H:22]([N:25]([CH3:27])[CH3:26])[CH2:21][CH2:20]1.[Cl:28][C:29]1[CH:34]=[C:33](B2OC(C)(C)C(C)(C)O2)[CH:32]=[C:31]([O:44][CH3:45])[C:30]=1[OH:46]. No catalyst specified. The product is [Cl:28][C:29]1[CH:34]=[C:33]([C:2]2[CH:3]=[C:4]3[C:9](=[CH:10][CH:11]=2)[N:8]=[CH:7][C:6]([C:12](=[O:17])[CH2:13][CH:14]([CH3:15])[CH3:16])=[C:5]3[NH:18][C@H:19]2[CH2:24][CH2:23][C@H:22]([N:25]([CH3:27])[CH3:26])[CH2:21][CH2:20]2)[CH:32]=[C:31]([O:44][CH3:45])[C:30]=1[OH:46]. The yield is 0.580. (4) The reactants are [CH3:1][CH:2]1[N:7]([CH3:8])[CH:6]([CH3:9])[CH2:5][N:4]([C:10]2[CH:20]=[CH:19][C:13]([C:14]([O:16]CC)=O)=[CH:12][CH:11]=2)[CH2:3]1.[NH2:21][C:22]1[N:26](C(OC(C)(C)C)=O)[N:25]=[C:24]([CH2:34][CH2:35][C:36]2[CH:41]=[C:40]([O:42][CH3:43])[CH:39]=[C:38]([O:44][CH3:45])[CH:37]=2)[CH:23]=1.C[Si]([N-][Si](C)(C)C)(C)C.[Na+]. The catalyst is C1COCC1. The product is [CH3:43][O:42][C:40]1[CH:41]=[C:36]([CH2:35][CH2:34][C:24]2[NH:25][N:26]=[C:22]([NH:21][C:14](=[O:16])[C:13]3[CH:12]=[CH:11][C:10]([N:4]4[CH2:5][CH:6]([CH3:9])[N:7]([CH3:8])[CH:2]([CH3:1])[CH2:3]4)=[CH:20][CH:19]=3)[CH:23]=2)[CH:37]=[C:38]([O:44][CH3:45])[CH:39]=1. The yield is 0.0560. (5) The reactants are [Cl:1][CH2:2][C:3](=[O:9])[CH2:4][C:5]([O:7][CH3:8])=[O:6].[CH3:10][C:11](=C)[CH2:12]O. The catalyst is CN(C)C1C=CN=CC=1.C1(C)C=CC=CC=1. The product is [Cl:1][CH2:2][C:3](=[O:9])[CH2:4][C:5]([O:7][CH2:8][C:11](=[CH2:10])[CH3:12])=[O:6]. The yield is 0.700. (6) The reactants are [CH2:1]([C@@H:8]1[NH:13][CH2:12][CH2:11][N:10]([C:14]2[CH:22]=[C:21]3[C:17]([C:18]([CH3:28])=[N:19][N:20]3[CH:23]3[CH2:27][CH2:26][CH2:25][CH2:24]3)=[CH:16][CH:15]=2)[CH2:9]1)[C:2]1[CH:7]=[CH:6][CH:5]=[CH:4][CH:3]=1.C(N(C(C)C)CC)(C)C.C[Si]([N:42]=[C:43]=[O:44])(C)C. The catalyst is C(Cl)Cl. The product is [CH2:1]([C@H:8]1[CH2:9][N:10]([C:14]2[CH:22]=[C:21]3[C:17]([C:18]([CH3:28])=[N:19][N:20]3[CH:23]3[CH2:24][CH2:25][CH2:26][CH2:27]3)=[CH:16][CH:15]=2)[CH2:11][CH2:12][N:13]1[C:43]([NH2:42])=[O:44])[C:2]1[CH:3]=[CH:4][CH:5]=[CH:6][CH:7]=1. The yield is 0.360. (7) The reactants are [Br:1][C:2]1[C:11]2[C:6](=[C:7]([F:14])[CH:8]=[C:9]([O:12][CH3:13])[CH:10]=2)[N:5]=[CH:4][C:3]=1[NH:15]C(=O)OC(C)(C)C.FC(F)(F)C(O)=O. The catalyst is ClCCl. The product is [Br:1][C:2]1[C:11]2[C:6](=[C:7]([F:14])[CH:8]=[C:9]([O:12][CH3:13])[CH:10]=2)[N:5]=[CH:4][C:3]=1[NH2:15]. The yield is 1.00. (8) The reactants are C([O:3][C:4]([CH:6]1[CH2:11][CH2:10][CH:9]([N:12]2[CH2:17][CH2:16][N:15]([C:18]([O:20][C:21]([CH3:24])([CH3:23])[CH3:22])=[O:19])[CH2:14][C@@H:13]2[CH3:25])[CH2:8][CH2:7]1)=O)C.[BH4-].[Li+].Cl.[OH-].[Na+]. The catalyst is C1COCC1.CO.C(OCC)(=O)C. The product is [OH:3][CH2:4][CH:6]1[CH2:7][CH2:8][CH:9]([N:12]2[CH2:17][CH2:16][N:15]([C:18]([O:20][C:21]([CH3:24])([CH3:23])[CH3:22])=[O:19])[CH2:14][C@@H:13]2[CH3:25])[CH2:10][CH2:11]1. The yield is 0.594. (9) The reactants are [Mg].Br[C:3]1[CH:8]=[CH:7][C:6]([CH3:9])=[CH:5][CH:4]=1.Br[C:11]1[CH:16]=[CH:15][C:14]([O:17][CH3:18])=[CH:13][CH:12]=1.[P:19](Cl)(Cl)(Cl)=[O:20]. The catalyst is BrCCBr.O1CCCC1. The product is [CH3:18][O:17][C:14]1[CH:15]=[CH:16][C:11]([P:19](=[O:20])([C:11]2[CH:16]=[CH:15][C:14]([O:17][CH3:18])=[CH:13][CH:12]=2)[C:3]2[CH:8]=[CH:7][C:6]([CH3:9])=[CH:5][CH:4]=2)=[CH:12][CH:13]=1. The yield is 0.830. (10) The reactants are C([O:5][C:6](=[O:45])[C:7]([O:10]/[N:11]=[C:12](/[C:32]1[N:33]=[C:34]([NH:37]C(OC(C)(C)C)=O)[S:35][CH:36]=1)\[C:13]([NH:15][C@@H:16]1[C:19](=[O:20])[N:18]([S:21]([OH:24])(=[O:23])=[O:22])[C@@H:17]1[CH2:25][N:26]1[N:30]=[C:29]([CH3:31])[CH:28]=[N:27]1)=[O:14])([CH3:9])[CH3:8])(C)(C)C. The catalyst is C(O)=O. The product is [NH2:37][C:34]1[S:35][CH:36]=[C:32](/[C:12](=[N:11]/[O:10][C:7]([CH3:9])([CH3:8])[C:6]([OH:45])=[O:5])/[C:13]([NH:15][C@@H:16]2[C:19](=[O:20])[N:18]([S:21]([OH:24])(=[O:22])=[O:23])[C@@H:17]2[CH2:25][N:26]2[N:30]=[C:29]([CH3:31])[CH:28]=[N:27]2)=[O:14])[N:33]=1. The yield is 0.270.